Dataset: Full USPTO retrosynthesis dataset with 1.9M reactions from patents (1976-2016). Task: Predict the reactants needed to synthesize the given product. (1) Given the product [CH3:7][O:8][C:9]1[C:14]([N:15]([CH2:16][CH2:17][CH3:18])[CH2:20][CH2:21][CH3:22])=[CH:13][C:12]([CH3:23])=[C:11]([C:24]2[CH:29]=[CH:28][C:27]([O:30][C:31]([F:34])([F:33])[F:32])=[CH:26][C:25]=2[O:35][CH3:36])[N:10]=1, predict the reactants needed to synthesize it. The reactants are: [H-].[H-].[H-].[H-].[Li+].[Al+3].[CH3:7][O:8][C:9]1[C:14]([N:15]([CH2:20][CH2:21][CH3:22])[C:16](=O)[CH2:17][CH3:18])=[CH:13][C:12]([CH3:23])=[C:11]([C:24]2[CH:29]=[CH:28][C:27]([O:30][C:31]([F:34])([F:33])[F:32])=[CH:26][C:25]=2[O:35][CH3:36])[N:10]=1. (2) Given the product [S:1]1[C:5]2[CH:6]=[CH:7][CH:8]=[CH:9][C:4]=2[N:3]=[C:2]1[CH:10]([CH2:17][C:18]1[CH:23]=[CH:22][C:21]([O:24][CH2:25][CH2:26][C:27]2[CH:32]=[CH:31][CH:30]=[C:29]([NH:33][CH3:34])[N:28]=2)=[CH:20][CH:19]=1)[CH2:11][C:12]([OH:14])=[O:13], predict the reactants needed to synthesize it. The reactants are: [S:1]1[C:5]2[CH:6]=[CH:7][CH:8]=[CH:9][C:4]=2[N:3]=[C:2]1[CH:10]([CH2:17][C:18]1[CH:23]=[CH:22][C:21]([O:24][CH2:25][CH2:26][C:27]2[CH:32]=[CH:31][CH:30]=[C:29]([NH:33][CH3:34])[N:28]=2)=[CH:20][CH:19]=1)[CH2:11][C:12]([O:14]CC)=[O:13].CNC1N=C(CCOC2C=CC(CC(C3SC=CN=3)CC(OCC)=O)=CC=2)C=CC=1. (3) The reactants are: Cl.[NH2:2][C@@H:3]([CH2:14][OH:15])[C:4]([O:6][CH2:7][C:8]1[CH:13]=[CH:12][CH:11]=[CH:10][CH:9]=1)=[O:5].C([O-])([O-])=O.[K+].[K+].[Cl:22][CH2:23][C:24](Cl)=[O:25]. Given the product [Cl:22][CH2:23][C:24]([NH:2][C@H:3]([C:4]([O:6][CH2:7][C:8]1[CH:13]=[CH:12][CH:11]=[CH:10][CH:9]=1)=[O:5])[CH2:14][OH:15])=[O:25], predict the reactants needed to synthesize it. (4) Given the product [C:17]1([C:23]2[O:27][N:26]=[C:25]([C:28]([NH:16][C@H:13]3[CH2:14][CH2:15][N:11]([C:2]4[C:3]5[N:4]([CH:8]=[CH:9][CH:10]=5)[CH:5]=[CH:6][N:7]=4)[CH2:12]3)=[O:29])[N:24]=2)[CH:18]=[CH:19][CH:20]=[CH:21][CH:22]=1, predict the reactants needed to synthesize it. The reactants are: Cl.[C:2]1([N:11]2[CH2:15][CH2:14][C@H:13]([NH2:16])[CH2:12]2)[C:3]2[N:4]([CH:8]=[CH:9][CH:10]=2)[CH:5]=[CH:6][N:7]=1.[C:17]1([C:23]2[O:27][N:26]=[C:25]([C:28](O)=[O:29])[N:24]=2)[CH:22]=[CH:21][CH:20]=[CH:19][CH:18]=1.C(N(CC)C(C)C)C.CN(C(ON1N=NC2C=CC=NC1=2)=[N+](C)C)C.F[P-](F)(F)(F)(F)F. (5) Given the product [F:17][C:2]1([F:1])[CH2:7][N:6]([C:8]([O:10][C:11]([CH3:12])([CH3:13])[CH3:14])=[O:9])[C@H:5]([CH:15]=[O:16])[CH2:4][CH2:3]1, predict the reactants needed to synthesize it. The reactants are: [F:1][C:2]1([F:17])[CH2:7][N:6]([C:8]([O:10][C:11]([CH3:14])([CH3:13])[CH3:12])=[O:9])[C@H:5]([CH2:15][OH:16])[CH2:4][CH2:3]1.CC(OI1(OC(C)=O)(OC(C)=O)OC(=O)C2C=CC=CC1=2)=O. (6) Given the product [Cl:1][C:2]1[CH:10]=[C:9]([F:11])[C:8]([N+:12]([O-:14])=[O:13])=[CH:7][C:3]=1[C:4]([OH:6])=[O:5], predict the reactants needed to synthesize it. The reactants are: [Cl:1][C:2]1[CH:10]=[C:9]([F:11])[CH:8]=[CH:7][C:3]=1[C:4]([OH:6])=[O:5].[N+:12]([O-])([OH:14])=[O:13].S(=O)(=O)(O)O. (7) Given the product [CH3:17][S:18]([NH:8][C:6]1[CH:7]=[C:3]([C:1]#[N:2])[N:4]([CH3:9])[CH:5]=1)(=[O:20])=[O:19], predict the reactants needed to synthesize it. The reactants are: [C:1]([C:3]1[N:4]([CH3:9])[CH:5]=[C:6]([NH2:8])[CH:7]=1)#[N:2].C(N(CC)CC)C.[CH3:17][S:18](Cl)(=[O:20])=[O:19]. (8) Given the product [Br:9][C:5]1[C:6]([Br:8])=[CH:7][C:2]([Br:1])=[C:3]([F:21])[N:4]=1, predict the reactants needed to synthesize it. The reactants are: [Br:1][C:2]1[C:3](N)=[N:4][C:5]([Br:9])=[C:6]([Br:8])[CH:7]=1.N([O-])=O.[Na+].N1C=CC=CC=1.[FH:21].